Task: Predict the reactants needed to synthesize the given product.. Dataset: Full USPTO retrosynthesis dataset with 1.9M reactions from patents (1976-2016) The reactants are: [Cl:1][C:2]1[C:11]2[C:6](=[CH:7][C:8]([O:20][CH3:21])=[CH:9][C:10]=2[O:12][CH:13]2[CH2:18][CH2:17][N:16]([CH3:19])[CH2:15][CH2:14]2)[N:5]=[CH:4][N:3]=1.[F:22][C:23]1[CH:24]=[C:25]([CH:27]=[CH:28][C:29]=1[S:30][C:31]1[N:32]([CH3:36])[CH:33]=[CH:34][N:35]=1)[NH2:26]. Given the product [ClH:1].[F:22][C:23]1[CH:24]=[C:25]([CH:27]=[CH:28][C:29]=1[S:30][C:31]1[N:32]([CH3:36])[CH:33]=[CH:34][N:35]=1)[NH:26][C:2]1[C:11]2[C:6](=[CH:7][C:8]([O:20][CH3:21])=[CH:9][C:10]=2[O:12][CH:13]2[CH2:18][CH2:17][N:16]([CH3:19])[CH2:15][CH2:14]2)[N:5]=[CH:4][N:3]=1, predict the reactants needed to synthesize it.